This data is from Reaction yield outcomes from USPTO patents with 853,638 reactions. The task is: Predict the reaction yield, written as a fraction of the theoretical maximum amount of product (1.0 means a 100% yield; for example, 0.34 means a 34% yield). (1) The reactants are O1CCCC1.[C:6]([O:10][C:11]([NH:13][CH2:14][CH2:15][C:16]1[CH:24]=[CH:23][C:19]([C:20](O)=[O:21])=[CH:18][CH:17]=1)=[O:12])([CH3:9])([CH3:8])[CH3:7]. No catalyst specified. The product is [OH:21][CH2:20][C:19]1[CH:23]=[CH:24][C:16]([CH2:15][CH2:14][NH:13][C:11](=[O:12])[O:10][C:6]([CH3:9])([CH3:7])[CH3:8])=[CH:17][CH:18]=1. The yield is 0.850. (2) The reactants are [NH2:1][CH2:2][CH2:3][CH:4]([OH:9])[C:5]([F:8])([F:7])[F:6].[F:10][C:11]([F:24])([O:15][C:16]1[CH:17]=[C:18]([CH:21]=[CH:22][CH:23]=1)[CH:19]=O)[CH:12]([F:14])[F:13].C(O)(=O)C.[BH-](OC(C)=O)(OC(C)=O)OC(C)=O.[Na+]. The catalyst is ClC(Cl)C. The product is [F:10][C:11]([F:24])([O:15][C:16]1[CH:17]=[C:18]([CH2:19][NH:1][CH2:2][CH2:3][CH:4]([OH:9])[C:5]([F:8])([F:7])[F:6])[CH:21]=[CH:22][CH:23]=1)[CH:12]([F:13])[F:14]. The yield is 0.370. (3) The reactants are [Cl:1][C:2]1[N:3]=[N:4][C:5]([Cl:8])=[CH:6][CH:7]=1.[Cl-:9].[Cl-].[Cl-].[Al+3].ClCl. The catalyst is ClC(Cl)Cl. The product is [Cl:1][C:2]1[N:3]=[N:4][C:5]([Cl:8])=[CH:6][C:7]=1[Cl:9]. The yield is 0.550. (4) The reactants are [Br:1][C:2]1[CH:3]=[C:4]2[C:11]3([C:15](=[O:16])[NH:14][C:13](=O)[NH:12]3)[CH2:10][CH:9]([C:18]3[CH:23]=[CH:22][C:21]([F:24])=[CH:20][CH:19]=3)[O:8][C:5]2=[CH:6][CH:7]=1.COC1C=CC(P2(SP(C3C=CC(OC)=CC=3)(=S)S2)=[S:34])=CC=1. The catalyst is O1CCOCC1. The product is [Br:1][C:2]1[CH:3]=[C:4]2[C:11]3([C:15](=[O:16])[NH:14][C:13](=[S:34])[NH:12]3)[CH2:10][CH:9]([C:18]3[CH:23]=[CH:22][C:21]([F:24])=[CH:20][CH:19]=3)[O:8][C:5]2=[CH:6][CH:7]=1. The yield is 0.500. (5) The reactants are Cl.[NH2:2][C:3]1[C:11]([OH:12])=[C:10]2[C:6]([CH2:7][CH2:8][CH:9]2[CH2:13][CH2:14][NH:15][C:16](=[O:18])[CH3:17])=[CH:5][CH:4]=1.[C:19]1([CH2:25][CH2:26][CH2:27][C:28](Cl)=[O:29])[CH:24]=[CH:23][CH:22]=[CH:21][CH:20]=1.O. The catalyst is N1C=CC=CC=1. The product is [C:16]([NH:15][CH2:14][CH2:13][CH:9]1[C:10]2[C:6](=[CH:5][CH:4]=[C:3]([NH:2][C:28](=[O:29])[CH2:27][CH2:26][CH2:25][C:19]3[CH:24]=[CH:23][CH:22]=[CH:21][CH:20]=3)[C:11]=2[OH:12])[CH2:7][CH2:8]1)(=[O:18])[CH3:17]. The yield is 0.690.